Predict the product of the given reaction. From a dataset of Forward reaction prediction with 1.9M reactions from USPTO patents (1976-2016). (1) Given the reactants [CH2:1]([C:7]1([CH2:24][CH2:25][CH2:26][CH2:27][CH2:28][CH3:29])[C:19]2[CH:18]=[C:17]3[CH:20]=[C:21]([CH3:23])[CH2:22][C:16]3=[CH:15][C:14]=2[C:13]2[C:8]1=[CH:9][CH:10]=[CH:11][CH:12]=2)[CH2:2][CH2:3][CH2:4][CH2:5][CH3:6].C([Li])CCC.C(N)(C)(C)C.[C:40]([NH:44][Si:45](C1C2C(=CC3C(CCCCCC)(CCCCCC)C4C(C=3C=2)=CC=CC=4)C=C1C)([CH3:47])[CH3:46])([CH3:43])([CH3:42])[CH3:41], predict the reaction product. The product is: [C:40]([NH:44][Si:45]([CH:20]1[C:17]2=[CH:18][C:19]3[C:7]([CH2:1][CH2:2][CH2:3][CH2:4][CH2:5][CH3:6])([CH2:24][CH2:25][CH2:26][CH2:27][CH2:28][CH3:29])[C:8]4[C:13]([C:14]=3[CH:15]=[C:16]2[CH:22]=[C:21]1[CH3:23])=[CH:12][CH:11]=[CH:10][CH:9]=4)([CH3:47])[CH3:46])([CH3:43])([CH3:42])[CH3:41]. (2) Given the reactants [Br:1][C:2]1[C:6]2[CH2:7][N:8]([C:11]([O:13][C:14]([CH3:17])([CH3:16])[CH3:15])=[O:12])[CH2:9][CH2:10][C:5]=2[NH:4][N:3]=1.C([O-])([O-])=O.[Cs+].[Cs+].CS(O[C@@H:29]1[CH2:33][CH2:32][O:31][CH2:30]1)(=O)=O, predict the reaction product. The product is: [Br:1][C:2]1[C:6]2[CH2:7][N:8]([C:11]([O:13][C:14]([CH3:17])([CH3:16])[CH3:15])=[O:12])[CH2:9][CH2:10][C:5]=2[N:4]([C@H:29]2[CH2:33][CH2:32][O:31][CH2:30]2)[N:3]=1. (3) Given the reactants [Cl:1][C:2]1[CH:10]=[CH:9][C:5]([C:6]([OH:8])=O)=[CH:4][C:3]=1[NH:11][C:12]([NH:14][C:15](=[O:23])[C:16]1[CH:21]=[CH:20][CH:19]=[CH:18][C:17]=1[Cl:22])=[O:13].[B-](F)(F)(F)F.[CH3:29][CH2:30][O:31]C(C(C#N)=NOC(N(C)C)=[N+](C)C)=O.C([N:49]([CH:52]([CH3:54])[CH3:53])CC)(C)C.[CH3:55][N:56]([CH3:59])[CH:57]=[O:58], predict the reaction product. The product is: [Cl:1][C:2]1[CH:10]=[CH:9][C:5]([C:6]([NH:49][CH:52]2[CH2:53][CH2:59][N:56]([C:57]([O:31][CH2:30][CH3:29])=[O:58])[CH2:55][CH2:54]2)=[O:8])=[CH:4][C:3]=1[NH:11][C:12]([NH:14][C:15](=[O:23])[C:16]1[CH:21]=[CH:20][CH:19]=[CH:18][C:17]=1[Cl:22])=[O:13]. (4) Given the reactants [CH3:1][O:2][C:3]1[CH:12]=[C:11]2[C:6]([CH:7]=[CH:8][CH:9]=[C:10]2[CH2:13][C:14]#[N:15])=[CH:5][CH:4]=1.[H][H].[ClH:18], predict the reaction product. The product is: [ClH:18].[CH3:1][O:2][C:3]1[CH:12]=[C:11]2[C:6]([CH:7]=[CH:8][CH:9]=[C:10]2[CH2:13][CH2:14][NH2:15])=[CH:5][CH:4]=1. (5) The product is: [BrH:21].[NH2:7][C@H:8]1[CH2:11][C@H:10]([N:12]2[C:16]3=[N:17][CH:18]=[CH:19][CH:20]=[C:15]3[C:14]([F:23])([F:22])[C:13]2=[O:24])[CH2:9]1. Given the reactants C(OC(=O)[NH:7][C@H:8]1[CH2:11][C@H:10]([N:12]2[C:16]3=[N:17][CH:18]=[C:19]([Br:21])[CH:20]=[C:15]3[C:14]([F:23])([F:22])[C:13]2=[O:24])[CH2:9]1)(C)(C)C, predict the reaction product. (6) Given the reactants [CH3:1][N:2]1[CH2:7][CH2:6][C:5]([C:10]2[CH:15]=[CH:14][CH:13]=[CH:12][N:11]=2)([C:8]#[N:9])[CH2:4][CH2:3]1.[H-].[Al+3].[Li+].[H-].[H-].[H-], predict the reaction product. The product is: [CH3:1][N:2]1[CH2:7][CH2:6][C:5]([CH2:8][NH2:9])([C:10]2[CH:15]=[CH:14][CH:13]=[CH:12][N:11]=2)[CH2:4][CH2:3]1. (7) Given the reactants COC1C=CC(C[N:10]2[C:18]3[C:17](=[O:19])[N:16]([C:20]4[CH:25]=[CH:24][CH:23]=[CH:22][CH:21]=4)[C:15](=[O:26])[N:14]([CH2:27][CH2:28][CH2:29][CH2:30][CH3:31])[C:13]=3[N:12]=[CH:11]2)=CC=1, predict the reaction product. The product is: [CH2:27]([N:14]1[C:13]2[N:12]=[CH:11][NH:10][C:18]=2[C:17](=[O:19])[N:16]([C:20]2[CH:21]=[CH:22][CH:23]=[CH:24][CH:25]=2)[C:15]1=[O:26])[CH2:28][CH2:29][CH2:30][CH3:31]. (8) Given the reactants [Cl:1][C:2]1[CH:22]=[C:21]([NH:23][S:24]([CH3:27])(=[O:26])=[O:25])[CH:20]=[CH:19][C:3]=1[C:4]([CH:6]([C:14]([CH:16]1[CH2:18][CH2:17]1)=[O:15])C(OC(C)(C)C)=O)=[O:5].C1(C)C=CC(S(O)(=O)=O)=CC=1, predict the reaction product. The product is: [Cl:1][C:2]1[CH:22]=[C:21]([NH:23][S:24]([CH3:27])(=[O:25])=[O:26])[CH:20]=[CH:19][C:3]=1[C:4](=[O:5])[CH2:6][C:14]([CH:16]1[CH2:17][CH2:18]1)=[O:15]. (9) Given the reactants [Br:1][C:2]1[CH:7]=[CH:6][CH:5]=[CH:4][C:3]=1[CH:8]1[C:10]([CH3:11])=[N:9]1, predict the reaction product. The product is: [Br:1][C:2]1[CH:7]=[CH:6][CH:5]=[C:4]2[C:3]=1[CH:8]=[C:10]([CH3:11])[NH:9]2. (10) Given the reactants [CH3:1][NH:2][CH2:3][C:4]1[O:5][C:6]2[CH:13]=[CH:12][CH:11]=[CH:10][C:7]=2[C:8]=1[CH3:9].[CH:14](N(C(C)C)CC)([CH3:16])[CH3:15].Br[C:24]1[CH:25]=[N:26][C:27]2[NH:36][C:35](=[O:37])[C@@H:34]3[N:30]([CH2:31][CH2:32][CH2:33]3)[CH2:29][C:28]=2[CH:38]=1.O.[OH:40]N1C2C=CC=CC=2N=N1.Cl.CN(C)CCCN=C=NCC, predict the reaction product. The product is: [CH3:1][N:2]([CH2:3][C:4]1[O:5][C:6]2[CH:13]=[CH:12][CH:11]=[CH:10][C:7]=2[C:8]=1[CH3:9])[C:15](=[O:40])/[CH:14]=[CH:16]/[C:24]1[CH:25]=[N:26][C:27]2[NH:36][C:35](=[O:37])[C@@H:34]3[N:30]([CH2:31][CH2:32][CH2:33]3)[CH2:29][C:28]=2[CH:38]=1.